Predict which catalyst facilitates the given reaction. From a dataset of Catalyst prediction with 721,799 reactions and 888 catalyst types from USPTO. (1) Reactant: [CH2:1]([C:3]1[CH:11]=[CH:10][C:6]([C:7]([OH:9])=[O:8])=[CH:5][CH:4]=1)[CH3:2].[N+:12]([O-])([OH:14])=[O:13]. Product: [N+:12]([C:4]1[CH:5]=[C:6]([CH:10]=[CH:11][C:3]=1[CH2:1][CH3:2])[C:7]([OH:9])=[O:8])([O-:14])=[O:13]. The catalyst class is: 6. (2) Product: [CH2:2]([O:9][C:10](=[O:16])[C@@H:11]1[CH2:15][CH2:14][CH2:13][NH:12]1)[C:3]1[CH:4]=[CH:5][CH:6]=[CH:7][CH:8]=1.[P:17]([C:25]#[N:26])(=[O:24])([O:21][CH2:22][CH3:23])[O:18][CH2:19][CH3:20]. The catalyst class is: 3. Reactant: Cl.[CH2:2]([O:9][C:10](=[O:16])[C@@H:11]1[CH2:15][CH2:14][CH2:13][NH:12]1)[C:3]1[CH:8]=[CH:7][CH:6]=[CH:5][CH:4]=1.[P:17]([C:25]#[N:26])(=[O:24])([O:21][CH2:22][CH3:23])[O:18][CH2:19][CH3:20].CCN(CC)CC.CN(C=O)C.CCN(CC)CC. (3) Reactant: Cl[CH2:2][C:3]([NH:5][C:6]1[CH:11]=[CH:10][C:9]([N:12]2[C:16]([CH:17]3[CH2:19][CH2:18]3)=[CH:15][C:14]([CH:20]3[CH2:22][CH2:21]3)=[N:13]2)=[CH:8][CH:7]=1)=[O:4].[N:23]1[C:27]2[CH:28]=[CH:29][CH:30]=[CH:31][C:26]=2[NH:25][CH:24]=1.[H-].[Na+].O. Product: [N:23]1([CH2:2][C:3]([NH:5][C:6]2[CH:11]=[CH:10][C:9]([N:12]3[C:16]([CH:17]4[CH2:19][CH2:18]4)=[CH:15][C:14]([CH:20]4[CH2:22][CH2:21]4)=[N:13]3)=[CH:8][CH:7]=2)=[O:4])[C:27]2[CH:28]=[CH:29][CH:30]=[CH:31][C:26]=2[N:25]=[CH:24]1. The catalyst class is: 31.